Predict the reactants needed to synthesize the given product. From a dataset of Full USPTO retrosynthesis dataset with 1.9M reactions from patents (1976-2016). (1) Given the product [CH2:19]([O:20][C:21]1[CH:22]=[C:23]([CH:24]=[CH:25][CH:26]=1)[NH:27][C:2]1[CH:7]=[C:6]([C:8]([F:11])([F:10])[F:9])[N:5]=[C:4]([C:12]2[CH:17]=[CH:16][CH:15]=[CH:14][N:13]=2)[N:3]=1)[CH3:18], predict the reactants needed to synthesize it. The reactants are: Cl[C:2]1[CH:7]=[C:6]([C:8]([F:11])([F:10])[F:9])[N:5]=[C:4]([C:12]2[CH:17]=[CH:16][CH:15]=[CH:14][N:13]=2)[N:3]=1.[CH3:18][CH2:19][O:20][C:21]1[CH:26]=[CH:25][CH:24]=[C:23]([NH2:27])[CH:22]=1.Cl.[OH-].[Na+]. (2) Given the product [CH3:9][O:8][C:7]1[C:6]([O:14][CH3:15])=[CH:13][CH:12]=[CH:11][C:10]=1[C:20]([CH:22]1[CH2:27][CH2:26][N:25]([C:28]([O:30][C:31]([CH3:34])([CH3:33])[CH3:32])=[O:29])[CH2:24][CH2:23]1)=[O:21], predict the reactants needed to synthesize it. The reactants are: [Li]CCCC.[C:6]1([O:14][CH3:15])[C:7](=[CH:10][CH:11]=[CH:12][CH:13]=1)[O:8][CH3:9].COCN[C:20]([CH:22]1[CH2:27][CH2:26][N:25]([C:28]([O:30][C:31]([CH3:34])([CH3:33])[CH3:32])=[O:29])[CH2:24][CH2:23]1)=[O:21]. (3) The reactants are: [C:1]([C@@:4]1([OH:25])[C@@H:8]([CH:9]([C:11](=[O:13])[CH3:12])[OH:10])[O:7][C@@H:6]([N:14]2[C:23]3[C:17]([C:18](Br)([N:20]=[CH:21][N:22]=3)[NH2:19])=[N:16][CH2:15]2)[CH2:5]1)(=[O:3])[CH3:2].[CH3:26][O:27][C:28]1[CH:29]=[C:30]([CH:38](N)[CH3:39])[CH:31]=[C:32]([O:36][CH3:37])[C:33]=1[O:34][CH3:35].Cl.C(N(CC)CC)C. Given the product [CH3:37][O:36][C:32]1[CH:31]=[C:30]([CH:38]([NH:19][C:18]2[C:17]3[N:16]=[CH:15][N:14]([C:23]=3[N:22]=[CH:21][N:20]=2)[C@@H:6]2[O:7][C@H:8]([CH:9]([C:11](=[O:13])[CH3:12])[OH:10])[C@@:4]([C:1](=[O:3])[CH3:2])([OH:25])[CH2:5]2)[CH3:39])[CH:29]=[C:28]([O:27][CH3:26])[C:33]=1[O:34][CH3:35], predict the reactants needed to synthesize it. (4) The reactants are: Cl.[NH2:2][C@@H:3]1[CH2:12][CH2:11][CH2:10][C:9]2[C:8]([C:13]3[S:17][C:16]([C:18]4[CH:19]=[CH:20][C:21]([O:26][CH:27]([CH3:29])[CH3:28])=[C:22]([CH:25]=4)[C:23]#[N:24])=[N:15][N:14]=3)=[CH:7][CH:6]=[CH:5][C:4]1=2.C([O-])([O-])=O.[K+].[K+].[CH3:36][N:37]([CH3:41])[CH2:38][CH2:39]Br. Given the product [CH3:36][N:37]([CH3:41])[CH2:38][CH2:39][NH:2][C@@H:3]1[CH2:12][CH2:11][CH2:10][C:9]2[C:8]([C:13]3[S:17][C:16]([C:18]4[CH:19]=[CH:20][C:21]([O:26][CH:27]([CH3:29])[CH3:28])=[C:22]([CH:25]=4)[C:23]#[N:24])=[N:15][N:14]=3)=[CH:7][CH:6]=[CH:5][C:4]1=2, predict the reactants needed to synthesize it. (5) Given the product [Cl:26][C:23]1[CH:24]=[CH:25][C:20]([N:11]2[CH:12]=[CH:13][C:14]([CH2:15][OH:16])=[C:10]2[C:7]2[CH:8]=[CH:9][C:4]([C:1]([NH2:2])=[O:3])=[CH:5][C:6]=2[CH3:29])=[C:21]([O:27][CH3:28])[CH:22]=1, predict the reactants needed to synthesize it. The reactants are: [C:1]([C:4]1[CH:9]=[CH:8][C:7]([C:10]2[N:11]([C:20]3[CH:25]=[CH:24][C:23]([Cl:26])=[CH:22][C:21]=3[O:27][CH3:28])[CH:12]=[CH:13][C:14]=2[C:15](OCC)=[O:16])=[C:6]([CH3:29])[CH:5]=1)(=[O:3])[NH2:2].CC(C[AlH]CC(C)C)C.CCOC(C)=O.CO. (6) Given the product [C:37]([NH:2][C@@H:3]1[CH2:8][CH2:7][CH2:6][N:5]([C:9]2[CH:14]=[CH:13][C:12]([C:15]([NH2:17])=[O:16])=[C:11]([NH:18][C:19]3[CH:20]=[CH:21][C:22]([C:25]([N:27]4[CH2:32][CH2:31][O:30][CH2:29][CH2:28]4)=[O:26])=[CH:23][CH:24]=3)[N:10]=2)[CH2:4]1)#[N:38], predict the reactants needed to synthesize it. The reactants are: Cl.[NH2:2][C@@H:3]1[CH2:8][CH2:7][CH2:6][N:5]([C:9]2[CH:14]=[CH:13][C:12]([C:15]([NH2:17])=[O:16])=[C:11]([NH:18][C:19]3[CH:24]=[CH:23][C:22]([C:25]([N:27]4[CH2:32][CH2:31][O:30][CH2:29][CH2:28]4)=[O:26])=[CH:21][CH:20]=3)[N:10]=2)[CH2:4]1.C(Cl)Cl.C[CH2:37][N:38](C(C)C)C(C)C.N#CBr.